Dataset: Catalyst prediction with 721,799 reactions and 888 catalyst types from USPTO. Task: Predict which catalyst facilitates the given reaction. (1) Reactant: [CH3:1][C:2]1([CH:6]2[CH2:11][CH:10]([OH:12])[CH2:9][CH2:8][O:7]2)[CH2:5][O:4][CH2:3]1.C1C=C[NH+]=CC=1.[O-][Cr](Cl)(=O)=O. Product: [CH3:1][C:2]1([CH:6]2[CH2:11][C:10](=[O:12])[CH2:9][CH2:8][O:7]2)[CH2:3][O:4][CH2:5]1. The catalyst class is: 2. (2) Product: [CH2:1]([C:3]1[S:28][C:6]2[N:7]([CH2:13][C:14]3[CH:19]=[CH:18][C:17]([C:20]4[C:21]([C:26]#[N:27])=[CH:22][CH:23]=[CH:24][CH:25]=4)=[CH:16][CH:15]=3)[C:8](=[O:12])[N:9]([CH2:71][C:68]3([C:65]4[CH:64]=[CH:63][C:62]([O:61][CH3:60])=[CH:67][CH:66]=4)[CH2:70][CH2:69]3)[C:10](=[O:11])[C:5]=2[CH:4]=1)[CH3:2]. Reactant: [CH2:1]([C:3]1[S:28][C:6]2[N:7]([CH2:13][C:14]3[CH:19]=[CH:18][C:17]([C:20]4[C:21]([C:26]#[N:27])=[CH:22][CH:23]=[CH:24][CH:25]=4)=[CH:16][CH:15]=3)[C:8](=[O:12])[NH:9][C:10](=[O:11])[C:5]=2[CH:4]=1)[CH3:2].N(C(N1CCCCC1)=O)=NC(N1CCCCC1)=O.C(P(CCCC)CCCC)CCC.[CH3:60][O:61][C:62]1[CH:67]=[CH:66][C:65]([C:68]2([CH2:71]O)[CH2:70][CH2:69]2)=[CH:64][CH:63]=1. The catalyst class is: 7.